This data is from NCI-60 drug combinations with 297,098 pairs across 59 cell lines. The task is: Regression. Given two drug SMILES strings and cell line genomic features, predict the synergy score measuring deviation from expected non-interaction effect. Drug 1: CC1C(C(CC(O1)OC2CC(OC(C2O)C)OC3=CC4=CC5=C(C(=O)C(C(C5)C(C(=O)C(C(C)O)O)OC)OC6CC(C(C(O6)C)O)OC7CC(C(C(O7)C)O)OC8CC(C(C(O8)C)O)(C)O)C(=C4C(=C3C)O)O)O)O. Drug 2: CN(C(=O)NC(C=O)C(C(C(CO)O)O)O)N=O. Cell line: SK-MEL-28. Synergy scores: CSS=40.6, Synergy_ZIP=0.112, Synergy_Bliss=-0.349, Synergy_Loewe=-64.1, Synergy_HSA=-0.666.